The task is: Predict the reactants needed to synthesize the given product.. This data is from Full USPTO retrosynthesis dataset with 1.9M reactions from patents (1976-2016). (1) Given the product [C:1]([C@:3]1([OH:11])[CH:8]2[CH2:9][CH2:10][N:5]([CH2:6][CH2:7]2)[CH2:4]1)#[CH:2], predict the reactants needed to synthesize it. The reactants are: [C:1]([C:3]1([OH:11])[CH:8]2[CH2:9][CH2:10][N:5]([CH2:6][CH2:7]2)[CH2:4]1)#[CH:2].C(O)(=O)[C@@H]([C@H](C(O)=O)O)O. (2) Given the product [CH2:1]([N:8]1[CH2:13][CH2:12][CH2:11][C:10]([C:14]2[CH:15]=[C:16]([O:20][S:40]([C:43]([F:46])([F:45])[F:44])(=[O:42])=[O:41])[CH:17]=[CH:18][CH:19]=2)([C:21]2[CH:22]=[CH:23][C:24]([C:25](=[O:26])[N:27]([CH2:28][CH3:29])[CH2:30][CH3:31])=[CH:32][CH:33]=2)[CH2:9]1)[C:2]1[CH:7]=[CH:6][CH:5]=[CH:4][CH:3]=1, predict the reactants needed to synthesize it. The reactants are: [CH2:1]([N:8]1[CH2:13][CH2:12][CH2:11][C:10]([C:21]2[CH:33]=[CH:32][C:24]([C:25]([N:27]([CH2:30][CH3:31])[CH2:28][CH3:29])=[O:26])=[CH:23][CH:22]=2)([C:14]2[CH:19]=[CH:18][CH:17]=[C:16]([OH:20])[CH:15]=2)[CH2:9]1)[C:2]1[CH:7]=[CH:6][CH:5]=[CH:4][CH:3]=1.N1C=CC=CC=1.[S:40](O[S:40]([C:43]([F:46])([F:45])[F:44])(=[O:42])=[O:41])([C:43]([F:46])([F:45])[F:44])(=[O:42])=[O:41].C([O-])(O)=O.[Na+]. (3) Given the product [CH:12]([C:13]1([C:18]([O:20][C:21]([CH3:24])([CH3:23])[CH3:22])=[O:19])[CH2:17][CH2:16][CH2:15][CH2:14]1)=[O:11], predict the reactants needed to synthesize it. The reactants are: CS(C)=O.C(Cl)(=O)C(Cl)=O.[OH:11][CH2:12][C:13]1([C:18]([O:20][C:21]([CH3:24])([CH3:23])[CH3:22])=[O:19])[CH2:17][CH2:16][CH2:15][CH2:14]1.C(N(CC)C(C)C)(C)C.Cl. (4) The reactants are: [CH:1]1([CH2:4][O:5][C:6]2[N:11]=[C:10]([C:12]([OH:14])=O)[CH:9]=[CH:8][C:7]=2[CH:15]2[CH2:20][CH2:19][O:18][CH2:17][CH2:16]2)[CH2:3][CH2:2]1.[CH:21]1([CH2:24][C@H:25]([NH2:31])[C:26]2[S:27][CH:28]=[CH:29][N:30]=2)[CH2:23][CH2:22]1. Given the product [CH:21]1([CH2:24][C@H:25]([NH:31][C:12]([C:10]2[CH:9]=[CH:8][C:7]([CH:15]3[CH2:20][CH2:19][O:18][CH2:17][CH2:16]3)=[C:6]([O:5][CH2:4][CH:1]3[CH2:2][CH2:3]3)[N:11]=2)=[O:14])[C:26]2[S:27][CH:28]=[CH:29][N:30]=2)[CH2:23][CH2:22]1, predict the reactants needed to synthesize it. (5) The reactants are: [C:1]([C:3]1[CH:4]=[CH:5][C:6]([NH:13][CH:14]2[CH:18]([C:19]3[CH:24]=[CH:23][C:22]([O:25][C:26]([F:29])([F:28])[F:27])=[CH:21][CH:20]=3)[CH2:17][N:16](C(OC(C)(C)C)=O)[CH2:15]2)=[C:7]2[C:12]=1[N:11]=[CH:10][N:9]=[CH:8]2)#[N:2].[OH-:37].[Na+].OO. Given the product [F:27][C:26]([F:29])([F:28])[O:25][C:22]1[CH:21]=[CH:20][C:19]([CH:18]2[CH2:17][NH:16][CH2:15][CH:14]2[NH:13][C:6]2[CH:5]=[CH:4][C:3]([C:1]([NH2:2])=[O:37])=[C:12]3[C:7]=2[CH:8]=[N:9][CH:10]=[N:11]3)=[CH:24][CH:23]=1, predict the reactants needed to synthesize it. (6) Given the product [OH:1][C:2]1[CH:7]=[CH:6][C:5]([C:8]2[CH:13]=[CH:12][C:11]([CH:14]=[N:18][OH:19])=[C:10]([CH3:16])[CH:9]=2)=[CH:4][CH:3]=1, predict the reactants needed to synthesize it. The reactants are: [OH:1][C:2]1[CH:7]=[CH:6][C:5]([C:8]2[CH:13]=[CH:12][C:11]([CH:14]=O)=[C:10]([CH3:16])[CH:9]=2)=[CH:4][CH:3]=1.Cl.[NH2:18][OH:19].N1C=CC=CC=1. (7) Given the product [OH:23][C@H:15]1[CH2:16][CH2:17][C@@:18]2([CH3:19])[C:13](=[CH:12][CH2:11][C@@H:10]3[C@@H:20]2[CH2:21][CH2:22][C@@:5]2([CH3:6])[C@H:7]3[CH2:8][CH2:9][C@:4]32[O:25][CH:3]3[CH2:2][OH:1])[CH2:14]1, predict the reactants needed to synthesize it. The reactants are: [OH:1][CH2:2][CH:3]=[C:4]1[CH2:9][CH2:8][C@H:7]2[C@H:10]3[C@H:20]([CH2:21][CH2:22][C@:5]12[CH3:6])[C@:18]1([CH3:19])[C:13]([CH2:14][C@@H:15]([OH:23])[CH2:16][CH2:17]1)=[CH:12][CH2:11]3.C([O-])([O-])=[O:25].[K+].[K+].ClC1C=C(C=CC=1)C(OO)=O. (8) Given the product [CH3:1][O:2][C:3]1[CH:4]=[N:5][CH:6]=[CH:7][C:8]=1[CH:9]1[CH2:14][CH2:13][CH:12]([N:44]2[CH2:45][CH:46]([NH:48][C:49](=[O:66])[CH2:50][NH:51][C:52]3[C:61]4[C:56](=[CH:57][CH:58]=[C:59]([C:62]([F:63])([F:65])[F:64])[CH:60]=4)[N:55]=[CH:54][N:53]=3)[CH2:47]2)[CH2:11][CH2:10]1, predict the reactants needed to synthesize it. The reactants are: [CH3:1][O:2][C:3]1[CH:4]=[N:5][CH:6]=[CH:7][C:8]=1[CH:9]1[CH2:14][CH2:13][C:12](=O)[CH2:11][CH2:10]1.BrC1C=CN=CC=1OC.CC1(C)C(C)(C)OB(C2CCC3(OCCO3)CC=2)O1.[NH:44]1[CH2:47][CH:46]([NH:48][C:49](=[O:66])[CH2:50][NH:51][C:52]2[C:61]3[C:56](=[CH:57][CH:58]=[C:59]([C:62]([F:65])([F:64])[F:63])[CH:60]=3)[N:55]=[CH:54][N:53]=2)[CH2:45]1.[BH-](OC(C)=O)(OC(C)=O)OC(C)=O.[Na+]. (9) Given the product [Br:16][C:17]1[CH:18]=[C:19]([O:8][C:5]2[CH:6]=[CH:7][C:2]([F:1])=[CH:3][CH:4]=2)[C:20]([C:23]#[N:24])=[N:21][CH:22]=1, predict the reactants needed to synthesize it. The reactants are: [F:1][C:2]1[CH:7]=[CH:6][C:5]([OH:8])=[CH:4][CH:3]=1.CN(C=O)C.[H-].[Na+].[Br:16][C:17]1[CH:18]=[C:19]([N+]([O-])=O)[C:20]([C:23]#[N:24])=[N:21][CH:22]=1.